Dataset: Catalyst prediction with 721,799 reactions and 888 catalyst types from USPTO. Task: Predict which catalyst facilitates the given reaction. (1) Reactant: C[Si]([C:5]#[C:6][C:7]1[C:15]2[C:14]([N:16]3[C@@H:20]4[CH2:21][N:22]([C:25]([O:27]CC[Si](C)(C)C)=O)[CH2:23][CH2:24][C@@H:19]4[CH2:18][CH2:17]3)=[N:13][CH:12]=[N:11][C:10]=2[NH:9][CH:8]=1)(C)C.[CH2:34]1COC[CH2:35]1.CCCC[N+](CCCC)(CCCC)CCCC.[F-]. Product: [C:6]([C:7]1[C:15]2[C:14]([N:16]3[C@@H:20]4[CH2:21][N:22]([C:25](=[O:27])[CH:34]=[CH2:35])[CH2:23][CH2:24][C@@H:19]4[CH2:18][CH2:17]3)=[N:13][CH:12]=[N:11][C:10]=2[NH:9][CH:8]=1)#[CH:5]. The catalyst class is: 6. (2) Product: [CH3:15][C:9]1([C:12](=[O:14])[NH:31][CH2:30][C:26]2[CH:25]=[C:24]([C:21]3[CH:22]=[N:23][C:18]([C:17]([F:33])([F:32])[F:16])=[CH:19][CH:20]=3)[N:29]=[CH:28][N:27]=2)[CH2:10][CH2:11][N:8]1[C:6]([O:5][C:1]([CH3:2])([CH3:3])[CH3:4])=[O:7]. Reactant: [C:1]([O:5][C:6]([N:8]1[CH2:11][CH2:10][C:9]1([CH3:15])[C:12]([OH:14])=O)=[O:7])([CH3:4])([CH3:3])[CH3:2].[F:16][C:17]([F:33])([F:32])[C:18]1[N:23]=[CH:22][C:21]([C:24]2[N:29]=[CH:28][N:27]=[C:26]([CH2:30][NH2:31])[CH:25]=2)=[CH:20][CH:19]=1.CCN(C(C)C)C(C)C.C1CN([P+](ON2N=NC3C=CC=NC2=3)(N2CCCC2)N2CCCC2)CC1.F[P-](F)(F)(F)(F)F. The catalyst class is: 241. (3) Reactant: CS(O[CH2:6][C:7]12[CH2:20][CH:8]1[O:9][C:10]1[CH:15]=[CH:14][C:13]([C:16]([F:19])([F:18])[F:17])=[CH:12][C:11]=12)(=O)=O.[NH3:21]. Product: [F:17][C:16]([F:19])([F:18])[C:13]1[CH:14]=[CH:15][C:10]2[O:9][CH:8]3[CH2:20][C:7]3([CH2:6][NH2:21])[C:11]=2[CH:12]=1. The catalyst class is: 5. (4) Reactant: [Cl:1][C:2]1[CH:22]=[C:21]([N+:23]([O-])=O)[CH:20]=[CH:19][C:3]=1[O:4][C:5]1[CH:6]=[C:7]([CH:16]=[CH:17][CH:18]=1)[C:8]([NH:10][CH2:11][C:12]([OH:15])([CH3:14])[CH3:13])=[O:9].C(O)C.[Cl-].[Ca+2].[Cl-]. Product: [NH2:23][C:21]1[CH:20]=[CH:19][C:3]([O:4][C:5]2[CH:6]=[C:7]([CH:16]=[CH:17][CH:18]=2)[C:8]([NH:10][CH2:11][C:12]([OH:15])([CH3:14])[CH3:13])=[O:9])=[C:2]([Cl:1])[CH:22]=1. The catalyst class is: 6. (5) Reactant: [NH2:1][C:2]1[C:3]([C:15]([O:17]C)=[O:16])=[N:4][C:5]([C:8]2[C:13]([F:14])=[CH:12][CH:11]=[CH:10][N:9]=2)=[CH:6][N:7]=1.[Li+].[OH-]. The catalyst class is: 24. Product: [NH2:1][C:2]1[C:3]([C:15]([OH:17])=[O:16])=[N:4][C:5]([C:8]2[C:13]([F:14])=[CH:12][CH:11]=[CH:10][N:9]=2)=[CH:6][N:7]=1. (6) Reactant: [CH3:1][O:2][C:3]1[C:12]2[C:7](=[CH:8][CH:9]=[CH:10][CH:11]=2)[C:6]([NH:13]S(C2SC=CC=2)(=O)=O)=[CH:5][C:4]=1[S:22][CH2:23][C:24]([O:26][CH3:27])=[O:25].[Br:28][C:29]1[CH:37]=[CH:36][C:32]([C:33](Cl)=[O:34])=[CH:31][CH:30]=1. Product: [Br:28][C:29]1[CH:37]=[CH:36][C:32]([C:33]([NH:13][C:6]2[C:7]3[C:12](=[CH:11][CH:10]=[CH:9][CH:8]=3)[C:3]([O:2][CH3:1])=[C:4]([S:22][CH2:23][C:24]([O:26][CH3:27])=[O:25])[CH:5]=2)=[O:34])=[CH:31][CH:30]=1. The catalyst class is: 424.